Dataset: Experimentally validated miRNA-target interactions with 360,000+ pairs, plus equal number of negative samples. Task: Binary Classification. Given a miRNA mature sequence and a target amino acid sequence, predict their likelihood of interaction. (1) The miRNA is hsa-miR-625-5p with sequence AGGGGGAAAGUUCUAUAGUCC. The protein sequence of the target gene is MMDFDERGPCSSNMYLPSCTYYVSGPDFSSLPSFLPQTPSSRPMTYSYSSNLPQVQPVREVTFREYAIEPATKWHPRGNLAHCYSAEELVHRDCLQAPSAAGVPGDVLAKSSANVYHHPTPAVSSNFYSTVGRNGVLPQAFDQFFETAYGTPENLASSDYPGDKNAEKGPQAAAATSAAAVAAAATGAPATSSSDGGGGGGCQEAAAEEKERRRRPESSSSPESSSGHTEDKAGGSGGQRTRKKRCPYTKYQIRELEREFFFSVYINKEKRLQLSRMLNLTDRQVKIWFQNRRMKEKKIN.... Result: 0 (no interaction). (2) The miRNA is hsa-miR-500a-5p with sequence UAAUCCUUGCUACCUGGGUGAGA. The protein sequence of the target gene is MYNMRRLSLSPTFSMGFHLLVTVSLLFSHVDHVIAETEMEGEGNETGECTGSYYCKKGVILPIWEPQDPSFGDKIARATVYFVAMVYMFLGVSIIADRFMSSIEVITSQEKEITIKKPNGETTKTTVRIWNETVSNLTLMALGSSAPEILLSVIEVCGHNFTAGDLGPSTIVGSAAFNMFIIIALCVYVVPDGETRKIKHLRVFFVTAAWSIFAYTWLYIILSVISPGVVEVWEGLLTFFFFPICVVFAWVADRRLLFYKYVYKRYRAGKQRGMIIEHEGDRPSSKTEIEMDGKVVNSHV.... Result: 1 (interaction). (3) The miRNA is hsa-miR-4480 with sequence AGCCAAGUGGAAGUUACUUUA. The protein sequence of the target gene is MTNPKSGVAESAGLACSRAAAGENRMKDSENKGASSPDMEPSYGGGLFDMVKGGAGRLFSNLKDNLKDTLKDTSSRVIQSVSSYTKGDLDFTYVTSRIIVMSFPVDSVDIGFRNQVDDIRSFLDSRHLDHYTVYNLSPKSYRTAKFHSRVSECSWPIRQAPSLHNLFAVCRNMYNWLLQNPKNVCVVHCLDGRAASSILVGAMFIFCNLYSTPGPAVRLLYAKRPGIGLSPSHRRYLGYMCDLLADKPYRPHFKPLTIKAITVSPVPFFNKQRNGCRPYCDVLIGETKIYSTCTDFERMK.... Result: 0 (no interaction). (4) The protein sequence of the target gene is MTTAILERLSTLSVSGQQLRRLPKILEDGLPKMPCTVPETDVPQLFREPYIRTGYRPTGHEWRYYFFSLFQKHNEVVNVWTHLLAALAVLLRFWAFAEAEALPWASTHSLPLLLFILSSITYLTCSLLAHLLQSKSELSHYTFYFVDYVGVSVYQYGSALAHFFYSSDQAWYDRFWLFFLPAAAFCGWLSCAGCCYAKYRYRRPYPVMRKICQVVPAGLAFILDISPVAHRVALCHLAGCQEQAAWYHTLQILFFLVSAYFFSCPVPEKYFPGSCDIVGHGHQIFHAFLSICTLSQLEAI.... The miRNA is hsa-miR-4720-3p with sequence UGCUUAAGUUGUACCAAGUAU. Result: 0 (no interaction). (5) The miRNA is hsa-miR-4725-5p with sequence AGACCCUGCAGCCUUCCCACC. The protein sequence of the target gene is MEAFPWAPRSPRRGRAPPPMALVPSARYVSAPGPAHPQPFSSWNDYLGLATLITKAVDGEPRFGCARGGNGGGGSPPSSSSSSCCSPHTGAGPGALGPALGPPDYDEDDDDDSDEPGSRGRYLGSALELRALELCAGPAEAGLLEERFAELSPFAGRAAAVLLGCAPAAAAAATTTSEATPREERAPAWAAEPRLHAASGAAAARLLKPELQVCVFCRNNKEAMALYTTHILKGPDGRVLCPVLRRYTCPLCGASGDNAHTIKYCPLSKVPPPPARPPPRSARDGPPGKKLR. Result: 1 (interaction). (6) The miRNA is mmu-miR-29a-5p with sequence ACUGAUUUCUUUUGGUGUUCAG. The protein sequence of the target gene is MMSFVQSGTWFLLTLLHPTLILAQQSNVDELGCSHLGQSYESRDVWKPEPCQICVCDSGSVLCDDIICDEEPLDCPNPEIPFGECCAICPQPSTPAPVLPDGHGPQGPKGDPGPPGIPGRNGDPGLPGQPGLPGPPGSPGICESCPTGGQNYSPQFDSYDVKSGVGGMGGYPGPAGPPGPPGPPGSSGHPGSPGSPGYQGPPGEPGQAGPAGPPGPPGALGPAGPAGKDGESGRPGRPGERGLPGPPGIKGPAGMPGFPGMKGHRGFDGRNGEKGETGAPGLKGENGLPGDNGAPGPMGP.... Result: 0 (no interaction). (7) The miRNA is hsa-miR-3064-3p with sequence UUGCCACACUGCAACACCUUACA. The protein sequence of the target gene is MPWKEESEFTKQDKAARVIQQAWKSFLNVAIFQHFKSLIDLRRQGEPRQIVKYINPKEAELLDAAAGIHVRFRLGGVKFPPDIYYKIFTHRPIEDLCANSPRNYAKLPAKHTSHNKNDHLQEEDHSGWYHRIENNGWRPVSDTFWLSTDGMVVEDKKESEFHFSKLKRRQDLEKKRKLRKIEWMRQMYYSGSLEAKSTHHETLGLIHTATKGLIRAFEDGGIDSVMEWEVDEVLNWTNTLNFDEYIASWKEIATSNSSANFKGFRFNQAQKNIYNYGGDISKMQMGIPDDTYYENVYQEP.... Result: 0 (no interaction). (8) The miRNA is hsa-miR-17-5p with sequence CAAAGUGCUUACAGUGCAGGUAG. The protein sequence of the target gene is MTTVVVHVDSKAELTTLLEQWEKEHGSGQDMVPILTRMSQLIEKETEEYRKGDPDPFDDRHPGRADPECMLGHLLRILFKNDDFMNALVNAYVMTSREPPLNTAACRLLLDIMPGLETAVVFQEKEGIVENLFKWAREADQPLRTYSTGLLGGAMENQDIAANYRDENSQLVAIVLRRLRELQLQEVALRQENKRPSPRKLSSEPLLPLDEEAVDMDYGDMAVDVVDGDQEEASGDMEISFHLDSGHKTSSRVNSTTKPEDGGLKKNKSAKQGDRENFRKAKQKLGFSSSDPDRMFVELS.... Result: 1 (interaction).